From a dataset of Peptide-MHC class I binding affinity with 185,985 pairs from IEDB/IMGT. Regression. Given a peptide amino acid sequence and an MHC pseudo amino acid sequence, predict their binding affinity value. This is MHC class I binding data. (1) The MHC is HLA-A11:01 with pseudo-sequence HLA-A11:01. The binding affinity (normalized) is 0.825. The peptide sequence is MTLVPVLEK. (2) The peptide sequence is RIGGVLIFR. The MHC is HLA-B48:01 with pseudo-sequence HLA-B48:01. The binding affinity (normalized) is 0.0847. (3) The peptide sequence is RVVDLYIGR. The MHC is HLA-B57:01 with pseudo-sequence HLA-B57:01. The binding affinity (normalized) is 0.0847. (4) The peptide sequence is YLPEVISTI. The MHC is HLA-A02:03 with pseudo-sequence HLA-A02:03. The binding affinity (normalized) is 0.960. (5) The peptide sequence is FTVQADMGCV. The binding affinity (normalized) is 0.883. The MHC is HLA-A68:02 with pseudo-sequence HLA-A68:02. (6) The peptide sequence is CTREEFTRK. The MHC is HLA-A30:01 with pseudo-sequence HLA-A30:01. The binding affinity (normalized) is 0.615.